This data is from Reaction yield outcomes from USPTO patents with 853,638 reactions. The task is: Predict the reaction yield, written as a fraction of the theoretical maximum amount of product (1.0 means a 100% yield; for example, 0.34 means a 34% yield). (1) The reactants are [CH:1]([C:4]1[CH:9]=[CH:8][CH:7]=[CH:6][C:5]=1[NH:10][C:11]([NH:13]/[N:14]=[CH:15]/[C:16]1[CH:21]=[CH:20][C:19]([C:22]2[N:26]=[CH:25][N:24]([C:27]3[CH:32]=[CH:31][C:30]([O:33][C:34]([F:37])([F:36])[F:35])=[CH:29][CH:28]=3)[N:23]=2)=[CH:18][CH:17]=1)=[S:12])([CH3:3])[CH3:2].[C:38](Cl)(=[O:41])[CH:39]=[CH2:40]. The catalyst is CC(=O)CC.C(Cl)Cl. The product is [CH:1]([C:4]1[CH:9]=[CH:8][CH:7]=[CH:6][C:5]=1[N:10]1[C:38](=[O:41])[CH2:39][CH2:40][S:12]/[C:11]/1=[N:13]/[N:14]=[CH:15]\[C:16]1[CH:17]=[CH:18][C:19]([C:22]2[N:26]=[CH:25][N:24]([C:27]3[CH:28]=[CH:29][C:30]([O:33][C:34]([F:37])([F:35])[F:36])=[CH:31][CH:32]=3)[N:23]=2)=[CH:20][CH:21]=1)([CH3:3])[CH3:2]. The yield is 0.230. (2) The reactants are Br[C:2]1[CH:3]=[C:4]([O:9][C:10]2[C:11]([F:27])=[C:12]([CH2:17][NH:18][C:19]([C:21]3[NH:25][CH:24]=[N:23][C:22]=3[Cl:26])=[O:20])[CH:13]=[CH:14][C:15]=2[Cl:16])[CH:5]=[C:6]([Cl:8])[CH:7]=1.[CH3:28][C@@H:29]([OH:32])[C:30]#[CH:31]. The catalyst is C1COCC1.CCOC(C)=O.[Cu]I. The product is [Cl:26][C:22]1[N:23]=[CH:24][NH:25][C:21]=1[C:19]([NH:18][CH2:17][C:12]1[CH:13]=[CH:14][C:15]([Cl:16])=[C:10]([O:9][C:4]2[CH:3]=[C:2]([C:31]#[C:30][C@H:29]([OH:32])[CH3:28])[CH:7]=[C:6]([Cl:8])[CH:5]=2)[C:11]=1[F:27])=[O:20]. The yield is 0.230. (3) The reactants are [Li+].CC([N-]C(C)C)C.[C:9]([O:14][CH2:15][CH3:16])(=[O:13])[CH:10]([CH3:12])[CH3:11].Br[CH2:18][CH2:19][CH2:20][CH2:21][CH2:22][CH2:23][CH2:24][Br:25]. The catalyst is C1COCC1. The product is [CH3:11][C:10]([CH3:12])([CH2:18][CH2:19][CH2:20][CH2:21][CH2:22][CH2:23][CH2:24][Br:25])[C:9]([O:14][CH2:15][CH3:16])=[O:13]. The yield is 0.450. (4) The reactants are [N:1]1[CH:6]=[CH:5][CH:4]=[C:3]([C:7]2[S:11][C:10](N)=[N:9][N:8]=2)[CH:2]=1.C(O)(=O)C.[ClH:17].N([O-])=O.[Na+]. The catalyst is O.[Cu]. The product is [Cl:17][C:10]1[S:11][C:7]([C:3]2[CH:2]=[N:1][CH:6]=[CH:5][CH:4]=2)=[N:8][N:9]=1. The yield is 0.720. (5) The reactants are [CH:1]1([CH2:5][O:6][C:7]2[C:8]3[N:9]([C:13]([C:17]([OH:19])=O)=[C:14]([CH3:16])[N:15]=3)[CH:10]=[CH:11][N:12]=2)[CH2:4][CH2:3][CH2:2]1.F[B-](F)(F)F.N1(O[C+](N(C)C)N(C)C)C2C=CC=CC=2N=N1.[F:42][C:43]1[CH:44]=[C:45]([CH2:50][NH2:51])[CH:46]=[CH:47][C:48]=1[F:49].CN1CCOCC1.C(O)(=O)CC(CC(O)=O)(C(O)=O)O. The catalyst is ClCCl.CN(C=O)C. The product is [CH:1]1([CH2:5][O:6][C:7]2[C:8]3[N:9]([C:13]([C:17]([NH:51][CH2:50][C:45]4[CH:46]=[CH:47][C:48]([F:49])=[C:43]([F:42])[CH:44]=4)=[O:19])=[C:14]([CH3:16])[N:15]=3)[CH:10]=[CH:11][N:12]=2)[CH2:2][CH2:3][CH2:4]1. The yield is 0.660. (6) The product is [C:21]([C:7]1[C:8]2[S:12][C:11]([NH:13][C:14]([CH:16]3[CH2:18][CH2:17]3)=[O:15])=[N:10][C:9]=2[CH:19]=[CH:20][C:6]=1[O:5][C:4]1[CH:3]=[C:2]([NH:1][C:31](=[O:32])[C:30]2[CH:34]=[CH:35][C:36]([C:37]([F:38])([F:39])[F:40])=[C:28]([C:27]([F:26])([F:41])[F:42])[CH:29]=2)[CH:25]=[CH:24][CH:23]=1)#[N:22]. The reactants are [NH2:1][C:2]1[CH:3]=[C:4]([CH:23]=[CH:24][CH:25]=1)[O:5][C:6]1[CH:20]=[CH:19][C:9]2[N:10]=[C:11]([NH:13][C:14]([CH:16]3[CH2:18][CH2:17]3)=[O:15])[S:12][C:8]=2[C:7]=1[C:21]#[N:22].[F:26][C:27]([F:42])([F:41])[C:28]1[CH:29]=[C:30]([CH:34]=[CH:35][C:36]=1[C:37]([F:40])([F:39])[F:38])[C:31](O)=[O:32].F[P-](F)(F)(F)(F)F.N1(OC(N(C)C)=[N+](C)C)C2N=CC=CC=2N=N1.N1C=CC=CC=1. The yield is 0.710. The catalyst is C(OCC)(=O)C. (7) The reactants are [Br:1][C:2]1[CH:3]=[C:4]2[C:9](=[C:10]([CH3:12])[CH:11]=1)[N:8]=[CH:7][C:6](C(O)=O)=[C:5]2[OH:16]. The catalyst is C1C=CC(C2C=CC=CC=2)=CC=1.C1C=CC(OC2C=CC=CC=2)=CC=1. The product is [Br:1][C:2]1[CH:3]=[C:4]2[C:9](=[C:10]([CH3:12])[CH:11]=1)[N:8]=[CH:7][CH:6]=[C:5]2[OH:16]. The yield is 0.950. (8) The reactants are [Cl:1][C:2]1[N:3]([CH2:10][C@:11]2([CH3:14])[CH2:13][O:12]2)[CH:4]=[C:5]([N+:7]([O-:9])=[O:8])[N:6]=1.[F:15][C:16]([F:30])([F:29])[C:17]1[CH:22]=[CH:21][C:20]([CH:23]2[CH2:28][CH2:27][NH:26][CH2:25][CH2:24]2)=[CH:19][CH:18]=1.O. The catalyst is CN(C=O)C. The product is [Cl:1][C:2]1[N:3]([CH2:10][C@@:11]([CH3:14])([OH:12])[CH2:13][N:26]2[CH2:27][CH2:28][CH:23]([C:20]3[CH:21]=[CH:22][C:17]([C:16]([F:15])([F:29])[F:30])=[CH:18][CH:19]=3)[CH2:24][CH2:25]2)[CH:4]=[C:5]([N+:7]([O-:9])=[O:8])[N:6]=1. The yield is 0.540. (9) The reactants are C[O:2][C:3]([C:5]1([C:8]2[CH:13]=[CH:12][C:11]([C:14]3[CH:19]=[CH:18][C:17]([N:20]4[C:24]([NH:25][C:26]([O:28][C@@H:29]([C:31]5[CH:36]=[CH:35][CH:34]=[CH:33][C:32]=5[F:37])[CH3:30])=[O:27])=[C:23]([CH3:38])[N:22]=[N:21]4)=[CH:16][CH:15]=3)=[CH:10][CH:9]=2)[CH2:7][CH2:6]1)=[O:4].C1COCC1.[Li+].[OH-].Cl. The catalyst is O. The product is [F:37][C:32]1[CH:33]=[CH:34][CH:35]=[CH:36][C:31]=1[C@H:29]([O:28][C:26]([NH:25][C:24]1[N:20]([C:17]2[CH:18]=[CH:19][C:14]([C:11]3[CH:10]=[CH:9][C:8]([C:5]4([C:3]([OH:4])=[O:2])[CH2:6][CH2:7]4)=[CH:13][CH:12]=3)=[CH:15][CH:16]=2)[N:21]=[N:22][C:23]=1[CH3:38])=[O:27])[CH3:30]. The yield is 1.08. (10) The product is [NH2:18][C:14]1[CH:13]=[C:12]([C:4]2[C:3](=[O:21])[N:2]([CH3:1])[C:7]3[N:8]=[CH:9][N:10]=[CH:11][C:6]=3[CH:5]=2)[CH:17]=[CH:16][CH:15]=1. The reactants are [CH3:1][N:2]1[C:7]2[N:8]=[CH:9][N:10]=[CH:11][C:6]=2[CH:5]=[C:4]([C:12]2[CH:17]=[CH:16][CH:15]=[C:14]([N+:18]([O-])=O)[CH:13]=2)[C:3]1=[O:21]. The yield is 0.500. The catalyst is CCO.[Pd].